From a dataset of Choline transporter screen with 302,306 compounds. Binary Classification. Given a drug SMILES string, predict its activity (active/inactive) in a high-throughput screening assay against a specified biological target. (1) The compound is Fc1ccc(N2CCN(CC2)C(=O)c2[nH]c3c(c2)c(OC)c(OC)c(OC)c3)cc1. The result is 0 (inactive). (2) The drug is s1c(C2N(C(=O)C(O)=C2C(=O)c2oc3c(c2)cccc3)c2noc(c2)C)ccc1. The result is 0 (inactive). (3) The compound is Brc1cc(C(=O)NC2CCN(CC2)Cc2ccccc2)cnc1. The result is 0 (inactive). (4) The compound is O=C(N1C2c3n(CC1)c1c(c3CCC2)cc(cc1)C)CN1CCN(CC1)C. The result is 0 (inactive). (5) The drug is O=C(N1CCN(CC1)c1ccccc1)Nc1cc2OCOc2cc1. The result is 0 (inactive).